Dataset: Forward reaction prediction with 1.9M reactions from USPTO patents (1976-2016). Task: Predict the product of the given reaction. Given the reactants [C:1]([C:3]1[CH:4]=[C:5]([NH:10][C:11]([C:13]2[CH:14]=[C:15]([S:19](Cl)(=[O:21])=[O:20])[S:16][C:17]=2[CH3:18])=[O:12])[CH:6]=[CH:7][C:8]=1[F:9])#[N:2].[F:23][C:24]([F:29])([F:28])[C@@H:25]([NH2:27])[CH3:26], predict the reaction product. The product is: [C:1]([C:3]1[CH:4]=[C:5]([NH:10][C:11]([C:13]2[CH:14]=[C:15]([S:19](=[O:21])(=[O:20])[NH:27][C@@H:25]([CH3:26])[C:24]([F:29])([F:28])[F:23])[S:16][C:17]=2[CH3:18])=[O:12])[CH:6]=[CH:7][C:8]=1[F:9])#[N:2].